This data is from CYP2D6 inhibition data for predicting drug metabolism from PubChem BioAssay. The task is: Regression/Classification. Given a drug SMILES string, predict its absorption, distribution, metabolism, or excretion properties. Task type varies by dataset: regression for continuous measurements (e.g., permeability, clearance, half-life) or binary classification for categorical outcomes (e.g., BBB penetration, CYP inhibition). Dataset: cyp2d6_veith. (1) The compound is COCCn1c(C(=O)N2CCCC2)cc2c1C[C@H]1CN(C(=O)c3ccccc3)[C@@](Cc3ccc(OC)cc3)(C(=O)OC)[C@@H]21. The result is 0 (non-inhibitor). (2) The drug is Cc1cccc(N(C(=O)Cc2cccs2)C(C(=O)NC2CCCC2)c2ccsc2)c1. The result is 0 (non-inhibitor).